Dataset: Forward reaction prediction with 1.9M reactions from USPTO patents (1976-2016). Task: Predict the product of the given reaction. (1) Given the reactants [Si]([O:8][CH:9]([C:22]1[O:23][C:24]([C:27]2[CH:36]=[CH:35][CH:34]=[CH:33][C:28]=2[C:29]([O:31][CH3:32])=[O:30])=[CH:25][N:26]=1)[CH2:10][CH2:11][CH2:12][CH2:13][CH2:14][CH2:15][C:16]1[CH:21]=[CH:20][CH:19]=[CH:18][CH:17]=1)(C(C)(C)C)(C)C.[Si](OC(C1OC([Sn](CCCC)(CCCC)CCCC)=CN=1)CCCCCCC1C=CC=CC=1)(C(C)(C)C)(C)C.IC1C=CC=CC=1C(OC)=O, predict the reaction product. The product is: [C:16]1([CH2:15][CH2:14][CH2:13][CH2:12][CH2:11][CH2:10][C:9]([C:22]2[O:23][C:24]([C:27]3[CH:36]=[CH:35][CH:34]=[CH:33][C:28]=3[C:29]([O:31][CH3:32])=[O:30])=[CH:25][N:26]=2)=[O:8])[CH:17]=[CH:18][CH:19]=[CH:20][CH:21]=1. (2) Given the reactants CC#N.C[O:5][C:6](=[O:21])[C:7]1[CH:12]=[C:11]([O:13][CH2:14][CH2:15][CH2:16][O:17][CH3:18])[CH:10]=[C:9]([O:19][CH3:20])[CH:8]=1.[OH-].[Na+], predict the reaction product. The product is: [CH3:20][O:19][C:9]1[CH:8]=[C:7]([CH:12]=[C:11]([O:13][CH2:14][CH2:15][CH2:16][O:17][CH3:18])[CH:10]=1)[C:6]([OH:21])=[O:5]. (3) The product is: [CH3:1][O:2][C:3]([C:5]1[CH:6]=[CH:7][C:8]([N+:15]([O-:17])=[O:16])=[C:9]2[O:13][CH:12]=[CH:11][C:10]=12)=[O:4]. Given the reactants [CH3:1][O:2][C:3]([C:5]1[CH:6]=[CH:7][C:8]([N+:15]([O-:17])=[O:16])=[C:9]2[O:13][CH:12](O)[CH2:11][C:10]=12)=[O:4], predict the reaction product. (4) Given the reactants [C:1]([C:4]1[CH:5]=[N:6][C:7]2[C:12]([C:13]=1[NH:14][C:15]1[CH:16]=[CH:17][C:18]([N:21]3[CH2:25][CH2:24][CH:23]([NH:26]C(=O)OC(C)(C)C)[CH2:22]3)=[N:19][CH:20]=1)=[CH:11][C:10](Br)=[CH:9][CH:8]=2)(=[O:3])[CH3:2].[Cl:35][C:36]1[CH:41]=[C:40](B2OC(C)(C)C(C)(C)O2)[CH:39]=[C:38]([F:51])[C:37]=1[OH:52], predict the reaction product. The product is: [NH2:26][CH:23]1[CH2:24][CH2:25][N:21]([C:18]2[N:19]=[CH:20][C:15]([NH:14][C:13]3[C:12]4[C:7](=[CH:8][CH:9]=[C:10]([C:40]5[CH:39]=[C:38]([F:51])[C:37]([OH:52])=[C:36]([Cl:35])[CH:41]=5)[CH:11]=4)[N:6]=[CH:5][C:4]=3[C:1](=[O:3])[CH3:2])=[CH:16][CH:17]=2)[CH2:22]1. (5) Given the reactants Cl.[Cl:2][C:3]1[CH:4]=[CH:5][C:6]([N:26]2[CH:30]=[N:29][N:28]=[N:27]2)=[C:7]([CH:25]=1)[CH2:8][NH:9][C:10]([C@@H:12]1[CH2:17][CH2:16][CH2:15][CH2:14][N:13]1C(OC(C)(C)C)=O)=[O:11], predict the reaction product. The product is: [Cl:2][C:3]1[CH:4]=[CH:5][C:6]([N:26]2[CH:30]=[N:29][N:28]=[N:27]2)=[C:7]([CH:25]=1)[CH2:8][NH:9][C:10](=[O:11])[C@@H:12]1[CH2:17][CH2:16][CH2:15][NH:13]1.[Cl:2][C:3]1[CH:4]=[CH:5][C:6]([N:26]2[CH:30]=[N:29][N:28]=[N:27]2)=[C:7]([CH:25]=1)[CH2:8][NH:9][C:10]([C@@H:12]1[CH2:17][CH2:16][CH2:15][CH2:14][NH:13]1)=[O:11]. (6) Given the reactants Br[C:2]1[CH:3]=[C:4]([C@@H:9]2[CH2:13][NH:12][C:11](=[O:14])[CH2:10]2)[CH:5]=[CH:6][C:7]=1[Cl:8].C[O:16][C:17]([C:19]1[CH:20]=[C:21](B(O)O)[CH:22]=[CH:23][CH:24]=1)=[O:18].CN(C=[O:32])C.P([O-])([O-])([O-])=O.[K+].[K+].[K+], predict the reaction product. The product is: [ClH:8].[NH2:12][CH2:13][C@@H:9]([C:4]1[CH:5]=[CH:6][C:7]([Cl:8])=[C:2]([C:23]2[CH:24]=[C:19]([CH:20]=[CH:21][CH:22]=2)[C:17]([OH:18])=[O:16])[CH:3]=1)[CH2:10][C:11]([OH:14])=[O:32]. (7) Given the reactants [C:1]([O:5][C:6](=[O:27])[C:7]([S:10][C:11]1[CH:16]=[CH:15][C:14]([C:17]2[N:21]=[C:20]([C:22]([O:24][CH2:25][CH3:26])=[O:23])[NH:19][N:18]=2)=[CH:13][CH:12]=1)([CH3:9])[CH3:8])([CH3:4])([CH3:3])[CH3:2].[H-].[Na+].I[CH2:31][CH2:32][CH2:33][CH2:34][CH3:35], predict the reaction product. The product is: [C:1]([O:5][C:6](=[O:27])[C:7]([S:10][C:11]1[CH:16]=[CH:15][C:14]([C:17]2[N:21]=[C:20]([C:22]([O:24][CH2:25][CH3:26])=[O:23])[N:19]([CH2:31][CH2:32][CH2:33][CH2:34][CH3:35])[N:18]=2)=[CH:13][CH:12]=1)([CH3:9])[CH3:8])([CH3:2])([CH3:3])[CH3:4].